From a dataset of Forward reaction prediction with 1.9M reactions from USPTO patents (1976-2016). Predict the product of the given reaction. Given the reactants [CH2:1]([O:3][C:4](=[O:19])[CH:5]([O:16][CH2:17][CH3:18])[N:6]1[CH:11]=[CH:10][CH:9]=[C:8]([N+:12]([O-])=O)[C:7]1=[O:15])[CH3:2], predict the reaction product. The product is: [CH2:1]([O:3][C:4](=[O:19])[CH:5]([N:6]1[CH:11]=[CH:10][CH:9]=[C:8]([NH2:12])[C:7]1=[O:15])[O:16][CH2:17][CH3:18])[CH3:2].